From a dataset of Forward reaction prediction with 1.9M reactions from USPTO patents (1976-2016). Predict the product of the given reaction. Given the reactants [C:1]([O:5][C:6]([N:8]1[CH:12]=[CH:11][CH:10]=[C:9]1[C:13]1[CH:14]=[C:15]2[C:20](=[C:21]([C:23]3[C:32]4[C:27](=[CH:28][CH:29]=[CH:30][CH:31]=4)[CH:26]=[CH:25][CH:24]=3)[CH:22]=1)[N:19]=[C:18]([P:33]([O:38]CC)([O:35]CC)=[O:34])[CH:17]=[CH:16]2)=[O:7])([CH3:4])([CH3:3])[CH3:2].Br[Si](C)(C)C, predict the reaction product. The product is: [C:1]([O:5][C:6]([N:8]1[CH:12]=[CH:11][CH:10]=[C:9]1[C:13]1[CH:14]=[C:15]2[C:20](=[C:21]([C:23]3[C:32]4[C:27](=[CH:28][CH:29]=[CH:30][CH:31]=4)[CH:26]=[CH:25][CH:24]=3)[CH:22]=1)[N:19]=[C:18]([P:33]([OH:35])([OH:38])=[O:34])[CH:17]=[CH:16]2)=[O:7])([CH3:4])([CH3:2])[CH3:3].